From a dataset of Reaction yield outcomes from USPTO patents with 853,638 reactions. Predict the reaction yield, written as a fraction of the theoretical maximum amount of product (1.0 means a 100% yield; for example, 0.34 means a 34% yield). (1) The reactants are [NH2:1][C:2]1[C:7]([CH2:8][OH:9])=[CH:6][CH:5]=[C:4]([CH2:10][O:11][CH3:12])[N:3]=1. The catalyst is [O-2].[O-2].[Mn+4].C(Cl)Cl. The product is [NH2:1][C:2]1[C:7]([CH:8]=[O:9])=[CH:6][CH:5]=[C:4]([CH2:10][O:11][CH3:12])[N:3]=1. The yield is 0.810. (2) The reactants are CN(C(ON1N=NC2C=CC=NC1=2)=[N+](C)C)C.F[P-](F)(F)(F)(F)F.Cl.Cl.Cl.[Cl:28][C:29]1[N:34]=[CH:33][C:32]([C:35]2[NH:39][C:38]([C@@H:40]3[CH2:44][CH2:43][CH2:42][NH:41]3)=[N:37][CH:36]=2)=[CH:31][N:30]=1.[N:45]1[CH:50]=[CH:49][CH:48]=[C:47]([CH2:51][C:52](O)=[O:53])[CH:46]=1.CCN(C(C)C)C(C)C. The catalyst is CN(C=O)C. The product is [Cl:28][C:29]1[N:34]=[CH:33][C:32]([C:35]2[NH:39][C:38]([C@@H:40]3[CH2:44][CH2:43][CH2:42][N:41]3[C:52](=[O:53])[CH2:51][C:47]3[CH:46]=[N:45][CH:50]=[CH:49][CH:48]=3)=[N:37][CH:36]=2)=[CH:31][N:30]=1. The yield is 0.250. (3) The reactants are [CH2:1]([O:3][C:4]([CH2:6][NH:7][C:8]([C:10]([NH:12][CH2:13][CH:14]([OH:16])[CH3:15])=[O:11])=[O:9])=[O:5])[CH3:2].Br([O-])(=O)=O.[Na+]. The catalyst is O.C(OCC)(=O)C.[Cl-].[Na+].O.O.[Ru](Cl)(Cl)Cl. The product is [CH2:1]([O:3][C:4]([CH2:6][NH:7][C:8]([C:10]([NH:12][CH2:13][C:14](=[O:16])[CH3:15])=[O:11])=[O:9])=[O:5])[CH3:2]. The yield is 0.920. (4) The reactants are [F:1][CH:2]([F:15])[O:3][C:4]1[CH:9]=[CH:8][C:7]([CH:10](O)[CH:11]([CH3:13])[CH3:12])=[CH:6][CH:5]=1.[N-:16]=[N+:17]=[N-:18].[Na+]. The catalyst is S(=O)(=O)(O)O.C(Cl)(Cl)Cl. The product is [N:16]([CH:10]([C:7]1[CH:8]=[CH:9][C:4]([O:3][CH:2]([F:15])[F:1])=[CH:5][CH:6]=1)[CH:11]([CH3:13])[CH3:12])=[N+:17]=[N-:18]. The yield is 0.790.